From a dataset of Catalyst prediction with 721,799 reactions and 888 catalyst types from USPTO. Predict which catalyst facilitates the given reaction. (1) Reactant: CN(C(ON1N=NC2C=CC=NC1=2)=[N+](C)C)C.F[P-](F)(F)(F)(F)F.[C:25]([O:29][C:30]([N:32]1[CH2:37][CH2:36][C:35]([C:41]#[N:42])([C:38]([OH:40])=O)[CH2:34][CH2:33]1)=[O:31])([CH3:28])([CH3:27])[CH3:26].[NH:43]1[C:51]2[C:46](=[CH:47][CH:48]=[CH:49][CH:50]=2)[CH:45]=[C:44]1[CH2:52][NH2:53].CCN(C(C)C)C(C)C. Product: [NH:43]1[C:51]2[C:46](=[CH:47][CH:48]=[CH:49][CH:50]=2)[CH:45]=[C:44]1[CH2:52][NH:53][C:38]([C:35]1([C:41]#[N:42])[CH2:34][CH2:33][N:32]([C:30]([O:29][C:25]([CH3:26])([CH3:27])[CH3:28])=[O:31])[CH2:37][CH2:36]1)=[O:40]. The catalyst class is: 474. (2) Product: [C:1]([O:5][C:6](=[O:28])[NH:7][C:8]1[CH:9]=[CH:10][C:11]([C:14]2([CH3:29])[CH2:18][C:17](=[O:19])[N:16]([CH2:20][C:21]3[CH:22]=[CH:23][CH:24]=[CH:25][CH:26]=3)[C:15]2=[O:27])=[CH:12][CH:13]=1)([CH3:4])([CH3:2])[CH3:3]. The catalyst class is: 39. Reactant: [C:1]([O:5][C:6](=[O:28])[NH:7][C:8]1[CH:13]=[CH:12][C:11]([CH:14]2[CH2:18][C:17](=[O:19])[N:16]([CH2:20][C:21]3[CH:26]=[CH:25][CH:24]=[CH:23][CH:22]=3)[C:15]2=[O:27])=[CH:10][CH:9]=1)([CH3:4])([CH3:3])[CH3:2].[C:29](=O)([O-])[O-].[Cs+].[Cs+].CI. (3) Reactant: F[C:2]1[C:3]([C:22]2[CH:27]=[CH:26][CH:25]=[CH:24][CH:23]=2)=[C:4]([CH3:21])[C:5]([C:19]#[N:20])=[C:6]2[C:10]=1[O:9][C:8](C(N1CCOCC1)=O)=[N:7]2.C([N:30]([CH2:33]C)CC)C.[CH3:35][N:36]([CH3:42])[C@H:37]1[CH2:41][CH2:40][NH:39][CH2:38]1.[C:43]([O:46][CH2:47][CH3:48])(=O)[CH3:44].CS(C)=[O:51]. Product: [CH3:35][N:36]([CH3:42])[C@H:37]1[CH2:41][CH2:40][N:39]([C:2]2[C:3]([C:22]3[CH:27]=[CH:26][CH:25]=[CH:24][CH:23]=3)=[C:4]([CH3:21])[C:5]([C:19]#[N:20])=[C:6]3[C:10]=2[O:9][CH2:8][N:7]3[C:33]([N:30]2[CH2:48][CH2:47][O:46][CH2:43][CH2:44]2)=[O:51])[CH2:38]1. The catalyst class is: 170. (4) Reactant: [CH:1]1[C:13]2[CH:12]([CH2:14][O:15][C:16]([NH:18][C@H:19]([C@H:23]([OH:25])[CH3:24])[C:20](O)=[O:21])=[O:17])[C:11]3[C:6](=[CH:7][CH:8]=[CH:9][CH:10]=3)[C:5]=2[CH:4]=[CH:3][CH:2]=1.Cl.[F:27][CH:28]1[CH2:31][NH:30][CH2:29]1.CN(C(ON1N=NC2C=CC=NC1=2)=[N+](C)C)C.F[P-](F)(F)(F)(F)F.C(N(CC)C(C)C)(C)C.CN1CCOCC1. Product: [CH:10]1[C:11]2[CH:12]([CH2:14][O:15][C:16](=[O:17])[NH:18][C@@H:19]([C:20]([N:30]3[CH2:31][CH:28]([F:27])[CH2:29]3)=[O:21])[C@H:23]([OH:25])[CH3:24])[C:13]3[C:5](=[CH:4][CH:3]=[CH:2][CH:1]=3)[C:6]=2[CH:7]=[CH:8][CH:9]=1. The catalyst class is: 10. (5) Reactant: [N+:1]([C:4]1[CH:5]=[C:6]2[C:10](=[CH:11][CH:12]=1)[NH:9][CH:8]=[C:7]2[C:13]1[CH:18]2[CH2:19][CH2:20][N:15]([CH2:16][CH2:17]2)[CH:14]=1)([O-])=O.I.CS[C:24]([C:26]1[S:27][CH:28]=[CH:29][CH:30]=1)=[NH:25]. Product: [N:15]12[CH2:20][CH2:19][CH:18]([CH2:17][CH2:16]1)[C:13]([C:7]1[C:6]3[C:10](=[CH:11][CH:12]=[C:4]([NH:1][C:24]([C:26]4[S:27][CH:28]=[CH:29][CH:30]=4)=[NH:25])[CH:5]=3)[NH:9][CH:8]=1)=[CH:14]2. The catalyst class is: 19. (6) Reactant: [Si:1]([O:8][CH2:9][C@@H:10]([N:24]([CH2:37][CH:38]([CH3:40])[CH3:39])[S:25]([C:28]1[CH:36]=[CH:35][C:31]2[N:32]=[CH:33][S:34][C:30]=2[CH:29]=1)(=[O:27])=[O:26])[C:11]1[S:12][C:13](/[CH:16]=[N:17]\[S:18]([C:20]([CH3:23])([CH3:22])[CH3:21])=[O:19])=[CH:14][CH:15]=1)([C:4]([CH3:7])([CH3:6])[CH3:5])([CH3:3])[CH3:2].[BH4-].[Na+]. Product: [Si:1]([O:8][CH2:9][C@@H:10]([N:24]([CH2:37][CH:38]([CH3:40])[CH3:39])[S:25]([C:28]1[CH:36]=[CH:35][C:31]2[N:32]=[CH:33][S:34][C:30]=2[CH:29]=1)(=[O:27])=[O:26])[C:11]1[S:12][C:13]([CH2:16][NH:17][S:18]([C:20]([CH3:21])([CH3:22])[CH3:23])=[O:19])=[CH:14][CH:15]=1)([C:4]([CH3:6])([CH3:7])[CH3:5])([CH3:2])[CH3:3]. The catalyst class is: 5.